Task: Predict the reactants needed to synthesize the given product.. Dataset: Full USPTO retrosynthesis dataset with 1.9M reactions from patents (1976-2016) (1) Given the product [C:10]1([C:9]2[N:16]=[CH:17][C:20]3[C:7]([CH:8]=2)=[CH:1][CH:6]=[CH:5][CH:4]=3)[CH:11]=[CH:12][CH:13]=[CH:14][CH:15]=1, predict the reactants needed to synthesize it. The reactants are: [C:1]1([C:7]#[C:8][C:9](=[N:16][C:17]([CH3:20])(C)C)[C:10]2[CH:15]=[CH:14][CH:13]=[CH:12][CH:11]=2)[CH:6]=[CH:5][CH:4]=CC=1.ClCCl. (2) Given the product [O:29]1[CH2:30][CH2:31][CH:27]([NH:26][C:21]([C:17]2[N:18]([CH3:20])[N:19]=[C:15]([O:14][CH2:13][C:12]3[C:8]([C:5]4[CH:4]=[CH:3][C:2]([Cl:1])=[CH:7][CH:6]=4)=[N:9][O:10][C:11]=3[CH2:24][OH:25])[CH:16]=2)=[O:23])[CH2:28]1, predict the reactants needed to synthesize it. The reactants are: [Cl:1][C:2]1[CH:7]=[CH:6][C:5]([C:8]2[C:12]([CH2:13][O:14][C:15]3[CH:16]=[C:17]([C:21]([OH:23])=O)[N:18]([CH3:20])[N:19]=3)=[C:11]([CH2:24][OH:25])[O:10][N:9]=2)=[CH:4][CH:3]=1.[NH2:26][CH:27]1[CH2:31][CH2:30][O:29][CH2:28]1.